Predict the product of the given reaction. From a dataset of Forward reaction prediction with 1.9M reactions from USPTO patents (1976-2016). The product is: [CH3:27][C:26]1[CH:25]=[C:24]([CH3:28])[CH:23]=[C:22]([CH3:29])[C:21]=1[S:18]([NH:17][C@@H:15]([CH3:16])[CH2:14][NH:41][C:34]1[CH:33]=[CH:32][C:31]([CH3:30])=[C:40]2[C:35]=1[CH:36]=[CH:37][CH:38]=[N:39]2)(=[O:19])=[O:20]. Given the reactants CC1C=C(C)C=C(C)C=1S(O[CH2:14][C@@H:15]([NH:17][S:18]([C:21]1[C:26]([CH3:27])=[CH:25][C:24]([CH3:28])=[CH:23][C:22]=1[CH3:29])(=[O:20])=[O:19])[CH3:16])(=O)=O.[CH3:30][C:31]1[C:40]2[N:39]=[CH:38][CH:37]=[CH:36][C:35]=2[C:34]([NH2:41])=[CH:33][CH:32]=1, predict the reaction product.